From a dataset of NCI-60 drug combinations with 297,098 pairs across 59 cell lines. Regression. Given two drug SMILES strings and cell line genomic features, predict the synergy score measuring deviation from expected non-interaction effect. (1) Drug 1: CCCS(=O)(=O)NC1=C(C(=C(C=C1)F)C(=O)C2=CNC3=C2C=C(C=N3)C4=CC=C(C=C4)Cl)F. Synergy scores: CSS=44.4, Synergy_ZIP=11.6, Synergy_Bliss=10.2, Synergy_Loewe=-8.46, Synergy_HSA=11.2. Cell line: LOX IMVI. Drug 2: CC1=CC2C(CCC3(C2CCC3(C(=O)C)OC(=O)C)C)C4(C1=CC(=O)CC4)C. (2) Drug 1: C1C(C(OC1N2C=C(C(=O)NC2=O)F)CO)O. Drug 2: C1CC(C1)(C(=O)O)C(=O)O.[NH2-].[NH2-].[Pt+2]. Cell line: MALME-3M. Synergy scores: CSS=16.1, Synergy_ZIP=-3.10, Synergy_Bliss=-3.33, Synergy_Loewe=-0.244, Synergy_HSA=0.283.